Dataset: NCI-60 drug combinations with 297,098 pairs across 59 cell lines. Task: Regression. Given two drug SMILES strings and cell line genomic features, predict the synergy score measuring deviation from expected non-interaction effect. Drug 1: CCCS(=O)(=O)NC1=C(C(=C(C=C1)F)C(=O)C2=CNC3=C2C=C(C=N3)C4=CC=C(C=C4)Cl)F. Drug 2: COC1=NC(=NC2=C1N=CN2C3C(C(C(O3)CO)O)O)N. Cell line: SF-295. Synergy scores: CSS=-3.74, Synergy_ZIP=-0.423, Synergy_Bliss=-5.28, Synergy_Loewe=-7.05, Synergy_HSA=-5.89.